This data is from Forward reaction prediction with 1.9M reactions from USPTO patents (1976-2016). The task is: Predict the product of the given reaction. (1) The product is: [CH2:3]=[O:1].[N:5]1[C:12]([NH2:13])=[N:11][C:9]([NH2:10])=[N:8][C:6]=1[NH2:7]. Given the reactants [OH-:1].[Na+].[CH2:3]=O.[N:5]1[C:12]([NH2:13])=[N:11][C:9]([NH2:10])=[N:8][C:6]=1[NH2:7].S(=O)(=O)(O)O, predict the reaction product. (2) Given the reactants [CH:1]1([CH2:4][O:5][C:6]2[CH:15]=[CH:14][C:9]([CH2:10][N:11]([CH3:13])[CH3:12])=[CH:8][C:7]=2[N+:16]([O-])=O)[CH2:3][CH2:2]1.O.NN, predict the reaction product. The product is: [NH2:16][C:7]1[CH:8]=[C:9]([CH:14]=[CH:15][C:6]=1[O:5][CH2:4][CH:1]1[CH2:3][CH2:2]1)[CH2:10][N:11]([CH3:13])[CH3:12]. (3) Given the reactants Cl.[CH2:2]([O:4][C:5](=[O:9])[CH2:6][CH2:7][NH2:8])[CH3:3].[CH2:10]([O:12][C:13](=[O:18])[CH2:14][C:15](=O)[CH3:16])[CH3:11].C(=O)([O-])[O-].[K+].[K+], predict the reaction product. The product is: [CH2:10]([O:12][C:13](=[O:18])[CH:14]=[C:15]([NH:8][CH2:7][CH2:6][C:5]([O:4][CH2:2][CH3:3])=[O:9])[CH3:16])[CH3:11]. (4) Given the reactants [Cl:1][C:2]1[CH:9]=[C:8]([Cl:10])[CH:7]=[C:6]([OH:11])[C:3]=1[CH:4]=[O:5].Cl(O)(=O)(=O)=O.OO.[CH3:19][OH:20], predict the reaction product. The product is: [Cl:1][C:2]1[CH:9]=[C:8]([Cl:10])[CH:7]=[C:6]([OH:11])[C:3]=1[C:4]([O:20][CH3:19])=[O:5]. (5) Given the reactants Cl[C:2]1[N:11]=[CH:10][C:9]2[N:8]([CH3:12])[C:7](=[O:13])[CH2:6][N:5]([CH:14]([CH3:16])[CH3:15])[C:4]=2[N:3]=1.[NH2:17][C:18]1[CH:19]=[C:20]([S:24]([CH2:27][CH2:28][OH:29])(=[O:26])=[O:25])[CH:21]=[CH:22][CH:23]=1, predict the reaction product. The product is: [OH:29][CH2:28][CH2:27][S:24]([C:20]1[CH:19]=[C:18]([NH:17][C:2]2[N:11]=[CH:10][C:9]3[N:8]([CH3:12])[C:7](=[O:13])[CH2:6][N:5]([CH:14]([CH3:16])[CH3:15])[C:4]=3[N:3]=2)[CH:23]=[CH:22][CH:21]=1)(=[O:25])=[O:26]. (6) The product is: [ClH:55].[F:54][CH:2]([F:1])[O:3][C:4]1[CH:9]=[CH:8][CH:7]=[CH:6][C:5]=1[CH2:10][C:11]1[N:15]2[CH:16]=[C:17]([C:21]3[CH:26]=[N:25][C:24]([N:27]4[CH2:28][CH2:29][NH:30][CH2:31][CH2:32]4)=[N:23][CH:22]=3)[C:18]([F:20])=[CH:19][C:14]2=[N:13][C:12]=1[CH2:40][O:41][C:42]1[CH:43]=[C:44]([N:48]2[CH2:52][CH2:51][O:50][C:49]2=[O:53])[CH:45]=[CH:46][CH:47]=1. Given the reactants [F:1][CH:2]([F:54])[O:3][C:4]1[CH:9]=[CH:8][CH:7]=[CH:6][C:5]=1[CH2:10][C:11]1[N:15]2[CH:16]=[C:17]([C:21]3[CH:22]=[N:23][C:24]([N:27]4[CH2:32][CH2:31][N:30](C(OC(C)(C)C)=O)[CH2:29][CH2:28]4)=[N:25][CH:26]=3)[C:18]([F:20])=[CH:19][C:14]2=[N:13][C:12]=1[CH2:40][O:41][C:42]1[CH:47]=[CH:46][CH:45]=[C:44]([N:48]2[CH2:52][CH2:51][O:50][C:49]2=[O:53])[CH:43]=1.[ClH:55], predict the reaction product.